From a dataset of Drug-target binding data from BindingDB using Ki measurements. Regression. Given a target protein amino acid sequence and a drug SMILES string, predict the binding affinity score between them. We predict pKi (pKi = -log10(Ki in M); higher means stronger inhibition). Dataset: bindingdb_ki. (1) The compound is COC(=O)c1ccc(O)c2nc3c(C=O)c(O)cc(O)c3nc12. The target protein (P41543) has sequence MRQVWFSWIVGLFLCFFNVSSAAQYEPPATWENVDYKRTIDVSNAYISETIEITIKNIASEPATEYFTAFESGIFSKVSFFSAYFTNEATFLNSQLLANSTTAPGDDGESEIRYGIIQFPNAISPQEEVSLVIKSFYNTVGIPYPEHVGMSEEQHLLWETNRLPLSAYDTKKASFTLIGSSSFEEYHPPNDESLLGKANGNSFEFGPWEDIPRFSSNETLAIVYSHNAPLNQVVNLRRDIWLSHWASTIQFEEYYELTNKAAKLSKGFSRLELMKQIQTQNMRQTHFVTVLDMLLPEGATDHYFTDLVGLVSTSHAERDHFFIRPRFPIFGGWNYNFTVGWTNKLSDFLHVSSGSDEKFVASIPILNGPPDTVYDNVELSVFLPEGAEIFDIDSPVPFTNVSIETQKSYFDLNKGHVKLTFSYRNLISQVANGQVLIKYDYPKSSFFKKPLSIACYIFTALMGVFVLKTLNMNVTN. The pKi is 7.2. (2) The compound is Cc1cc(C(=O)N2Cc3cnn(C)c3Nc3ccccc32)ccc1CNC(=O)N1CCN(Cc2cc(O)cc(O)c2)CC1. The target protein (P97926) has sequence MEGTPAANWSIELDLGSGVPPGAEGNLTAGPPRRNEALARVEVAVLCLILFLALSGNACVLLALRTTRHKHSRLFFFMKHLSIADLVVAVFQVLPQLLWDITFRFYGPDLLCRLVKYLQVVGMFASTYLLLLMSLDRCLAICQPLRSLRRRTDRLAVLATWLGCLVASVPQVHIFSLREVADGVFDCWAVFIQPWGPKAYVTWITLAVYIVPVIVLAACYGLISFKIWQNLRLKTAAAAAAAEGSDAAGGAGRAALARVSSVKLISKAKIRTVKMTFIIVLAFIVCWTPFFFVQMWSVWDVNAPKEASAFIIAMLLASLNSCCNPWIYMLFTGHLFHELVQRFLCCSARYLKGSRPGETSISKKSNSSTFVLSRRSSSQRSCSQPSSA. The pKi is 7.3.